This data is from Forward reaction prediction with 1.9M reactions from USPTO patents (1976-2016). The task is: Predict the product of the given reaction. (1) Given the reactants [C:1]([S:4][CH:5]([CH2:22][CH:23]([CH2:28][CH3:29])[CH2:24][CH2:25][CH2:26][CH3:27])[C:6]([NH:8][C@@H:9]([CH2:17][CH2:18][C:19]([NH2:21])=[O:20])[C:10]([O:12]C(C)(C)C)=[O:11])=[O:7])(=[O:3])[CH3:2].C(C(O)=O)(F)(F)F, predict the reaction product. The product is: [C:1]([S:4][CH:5]([CH2:22][CH:23]([CH2:28][CH3:29])[CH2:24][CH2:25][CH2:26][CH3:27])[C:6]([NH:8][C@@H:9]([CH2:17][CH2:18][C:19]([NH2:21])=[O:20])[C:10]([OH:12])=[O:11])=[O:7])(=[O:3])[CH3:2]. (2) Given the reactants [C:1]([C:4]1[CH:9]=[CH:8][CH:7]=[CH:6][CH:5]=1)(=[O:3])[CH3:2].Cl.[C:11]1([N:17]2[CH2:22][CH2:21][NH:20][CH2:19][CH2:18]2)[CH:16]=[CH:15][CH:14]=[CH:13][CH:12]=1.Cl.[CH2:24]=O, predict the reaction product. The product is: [C:4]1([C:1](=[O:3])[CH2:2][CH2:24][N:20]2[CH2:21][CH2:22][N:17]([C:11]3[CH:16]=[CH:15][CH:14]=[CH:13][CH:12]=3)[CH2:18][CH2:19]2)[CH:9]=[CH:8][CH:7]=[CH:6][CH:5]=1.